From a dataset of Experimentally validated miRNA-target interactions with 360,000+ pairs, plus equal number of negative samples. Binary Classification. Given a miRNA mature sequence and a target amino acid sequence, predict their likelihood of interaction. (1) The miRNA is hsa-miR-3127-3p with sequence UCCCCUUCUGCAGGCCUGCUGG. The protein sequence of the target gene is MKDLGAEHLAGHEGVQLLGLLNVYLEQEERFQPREKGLSLIEATPENDNTLCPGLRNAKVEDLRSLANFFGSCTETFVLAVNILDRFLALMKVKPKHLSCIGVCSFLLAARIVEEDCNIPSTHDVIRISQCKCTASDIKRMEKIISEKLHYELEATTALNFLHLYHTIILCHTSERKEILSLDKLEAQLKACNCRLIFSKAKPSVLALCLLNLEVETLKSVELLEILLLVKKHSKINDTEFFYWRELVSKCLAEYSSPECCKPDLKKLVWIVSRRTAQNLHNSYYSVPELPTIPEGGCFD.... Result: 0 (no interaction). (2) The miRNA is hsa-miR-548ai with sequence AAAGGUAAUUGCAGUUUUUCCC. The protein sequence of the target gene is MAALASSLIRQKREVREPGGSRPVSAQRRVCPRGTKSLCQKQLLILLSKVRLCGGRPTRQDRGPEPQLKGIVTKLFCRQGFYLQANPDGSIQGTPEDTSSFTHFNLIPVGLRVVTIQSAKLGHYMAMNAEGLLYSSPHFTAECRFKECVFENYYVLYASALYRQRRSGRAWYLGLDKEGRVMKGNRVKKTKAAAHFVPKLLEVAMYREPSLHSVPETSPSSPPAH. Result: 0 (no interaction). (3) The miRNA is hsa-miR-4695-3p with sequence UGAUCUCACCGCUGCCUCCUUC. The protein sequence of the target gene is MALLLCFVLLCGVVDFARSLSITTPEEMIEKAKGETAYLPCKFTLSPEDQGPLDIEWLISPADNQKVDQVIILYSGDKIYDDYYPDLKGRVHFTSNDLKSGDASINVTNLQLSDIGTYQCKVKKAPGVANKKIHLVVLVKPSGARCYVDGSEEIGSDFKIKCEPKEGSLPLQYEWQKLSDSQKMPTSWLAEMTSSVISVKNASSEYSGTYSCTVRNRVGSDQCLLRLNVVPPSNKAGLIAGAIIGTLLALALIGLIIFCCRKKRREEKYEKEVHHDIREDVPPPKSRTSTARSYIGSNHS.... Result: 0 (no interaction).